Dataset: Reaction yield outcomes from USPTO patents with 853,638 reactions. Task: Predict the reaction yield, written as a fraction of the theoretical maximum amount of product (1.0 means a 100% yield; for example, 0.34 means a 34% yield). (1) The reactants are [CH2:1]([C:3]1[N:4]=[C:5]([CH2:25][CH2:26][CH3:27])[N:6]([CH2:10][C:11]2[CH:16]=[CH:15][C:14]([C:17]3[C:18]([C:23]#[N:24])=[CH:19][CH:20]=[CH:21][CH:22]=3)=[CH:13][CH:12]=2)[C:7](=[O:9])[CH:8]=1)[CH3:2].C([O-])(=O)C.[Na+].[Br:33]Br. The catalyst is C(O)(=O)C.C(OCC)(=O)C. The product is [Br:33][C:8]1[C:7](=[O:9])[N:6]([CH2:10][C:11]2[CH:16]=[CH:15][C:14]([C:17]3[C:18]([C:23]#[N:24])=[CH:19][CH:20]=[CH:21][CH:22]=3)=[CH:13][CH:12]=2)[C:5]([CH2:25][CH2:26][CH3:27])=[N:4][C:3]=1[CH2:1][CH3:2]. The yield is 0.710. (2) The reactants are [C:1]([O:5][C@@H:6]([C:11]1[C:40]([CH3:41])=[CH:39][C:38]2=[N:42][C:35]3=[CH:36][N:37]2[C:12]=1[N:13]1[CH2:48][CH2:47][C:16]([CH3:49])([O:17][CH2:18][CH2:19][CH2:20][CH2:21][C@H:22]([CH3:46])[O:23][C:24]2[CH:25]=[C:26]([F:45])[CH:27]=[C:28]([F:44])[C:29]=2[C:30]2[CH:43]=[C:34]3[CH:33]=[CH:32][CH:31]=2)[CH2:15][CH2:14]1)[C:7]([O:9]C)=[O:8])([CH3:4])([CH3:3])[CH3:2].[C:50](O[C@@H](C1C(C)=CC2=NC3=C(Cl)N2C=1N1CCC(C)(OCCCC[C@H](C)OC2C=CC(C)=CC=2C2C=C3C=CC=2)CC1)C(O)=O)(C)(C)C. No catalyst specified. The product is [C:1]([O:5][C@@H:6]([C:11]1[C:40]([CH3:41])=[C:39]([CH3:50])[C:38]2=[N:42][C:35]3=[CH:36][N:37]2[C:12]=1[N:13]1[CH2:14][CH2:15][C:16]([CH3:49])([O:17][CH2:18][CH2:19][CH2:20][CH2:21][C@H:22]([CH3:46])[O:23][C:24]2[CH:25]=[C:26]([F:45])[CH:27]=[C:28]([F:44])[C:29]=2[C:30]2[CH:43]=[C:34]3[CH:33]=[CH:32][CH:31]=2)[CH2:47][CH2:48]1)[C:7]([OH:9])=[O:8])([CH3:2])([CH3:3])[CH3:4]. The yield is 0.575.